This data is from Reaction yield outcomes from USPTO patents with 853,638 reactions. The task is: Predict the reaction yield, written as a fraction of the theoretical maximum amount of product (1.0 means a 100% yield; for example, 0.34 means a 34% yield). The reactants are C[Al](C)C.[CH3:5][O:6][C:7]1[CH:16]=[C:15]2[C:10]([CH:11]=[C:12]([CH3:18])[C:13]([NH2:17])=[N:14]2)=[CH:9][CH:8]=1.C[O:20][C:21](=O)[C:22]1[CH:27]=[CH:26][CH:25]=[CH:24][C:23]=1[NH:28][CH2:29][C:30]1[CH:35]=[CH:34][N:33]=[C:32]([C:36]#[N:37])[CH:31]=1.C(N(CC(O)=O)CC(O)=O)CN(CC(O)=O)CC(O)=O. The catalyst is C1(C)C=CC=CC=1.C(=O)(O)[O-].[Na+].C(OCC)(=O)C. The product is [C:36]([C:32]1[CH:31]=[C:30]([CH2:29][NH:28][C:23]2[CH:24]=[CH:25][CH:26]=[CH:27][C:22]=2[C:21]([NH:17][C:13]2[C:12]([CH3:18])=[CH:11][C:10]3[C:15](=[CH:16][C:7]([O:6][CH3:5])=[CH:8][CH:9]=3)[N:14]=2)=[O:20])[CH:35]=[CH:34][N:33]=1)#[N:37]. The yield is 0.540.